Dataset: Reaction yield outcomes from USPTO patents with 853,638 reactions. Task: Predict the reaction yield, written as a fraction of the theoretical maximum amount of product (1.0 means a 100% yield; for example, 0.34 means a 34% yield). The reactants are CO[CH:3](OC)[CH:4]1[S:8][C:7]([C:9]2[NH:10][C:11]3[C:16]([CH:17]=2)=[CH:15][C:14]([O:18][CH2:19][CH2:20][O:21][CH3:22])=[CH:13][C:12]=3[N:23]([CH3:33])[S:24]([C:27]2[N:28]([CH3:32])[CH:29]=[CH:30][N:31]=2)(=[O:26])=[O:25])=[N:6][CH2:5]1.FC(F)(F)C(O)=O.S(=O)(=O)(O)O.[NH:48]1[CH2:53][CH2:52][O:51][CH2:50][CH2:49]1.C(O[BH-](OC(=O)C)OC(=O)C)(=O)C.[Na+]. The catalyst is O1CCCC1.O. The product is [CH3:22][O:21][CH2:20][CH2:19][O:18][C:14]1[CH:15]=[C:16]2[C:11](=[C:12]([N:23]([CH3:33])[S:24]([C:27]3[N:28]([CH3:32])[CH:29]=[CH:30][N:31]=3)(=[O:25])=[O:26])[CH:13]=1)[NH:10][C:9]([C:7]1[S:8][CH:4]([CH2:3][N:48]3[CH2:53][CH2:52][O:51][CH2:50][CH2:49]3)[CH2:5][N:6]=1)=[CH:17]2. The yield is 0.300.